Dataset: Reaction yield outcomes from USPTO patents with 853,638 reactions. Task: Predict the reaction yield, written as a fraction of the theoretical maximum amount of product (1.0 means a 100% yield; for example, 0.34 means a 34% yield). (1) The reactants are [CH:1]([N:4]1[C:8]([C:9]2[N:18]=[C:17]3[N:11]([CH2:12][CH2:13][O:14][C:15]4[CH:22]=[C:21]([O:23]C)[N:20]=[CH:19][C:16]=43)[CH:10]=2)=[N:7][C:6]([CH3:25])=[N:5]1)([CH3:3])[CH3:2]. The catalyst is Br.C(O)(=O)C. The product is [CH:1]([N:4]1[C:8]([C:9]2[N:18]=[C:17]3[N:11]([CH2:12][CH2:13][O:14][C:15]4[CH:22]=[C:21]([OH:23])[N:20]=[CH:19][C:16]=43)[CH:10]=2)=[N:7][C:6]([CH3:25])=[N:5]1)([CH3:3])[CH3:2]. The yield is 1.00. (2) The reactants are [NH:1]1[CH2:6][CH2:5][CH2:4][C@H:3]([NH:7]C(=O)OC(C)(C)C)[CH2:2]1.Br[C:16]1[N:21]=[C:20](F)[C:19]([CH3:23])=[CH:18][CH:17]=1.[CH3:24][C:25]1[N:30]=[C:29]([C:31]2[N:36]=[CH:35][C:34]3[CH:37]=[N:38][NH:39][C:33]=3[CH:32]=2)[CH:28]=[N:27][CH:26]=1. No catalyst specified. The product is [CH3:23][C:19]1[C:20]([N:1]2[CH2:6][CH2:5][CH2:4][C@H:3]([NH2:7])[CH2:2]2)=[N:21][C:16]([N:39]2[C:33]3[CH:32]=[C:31]([C:29]4[CH:28]=[N:27][CH:26]=[C:25]([CH3:24])[N:30]=4)[N:36]=[CH:35][C:34]=3[CH:37]=[N:38]2)=[CH:17][CH:18]=1. The yield is 0.0450.